From a dataset of Forward reaction prediction with 1.9M reactions from USPTO patents (1976-2016). Predict the product of the given reaction. (1) Given the reactants O.[NH2:2]N.[N:4]1([C:9]([N:11]2[CH2:16][CH2:15][N:14]([CH3:17])[CH2:13][CH2:12]2)=[S:10])C=CN=C1, predict the reaction product. The product is: [CH3:17][N:14]1[CH2:15][CH2:16][N:11]([C:9](=[S:10])[NH:4][NH2:2])[CH2:12][CH2:13]1. (2) Given the reactants O[CH2:2][CH:3]1[CH2:8][CH2:7][N:6]([C:9]([O:11][C:12]([CH3:15])([CH3:14])[CH3:13])=[O:10])[CH2:5][CH2:4]1.[Cr](Cl)([O-])(=O)=[O:17].[NH+:21]1C=CC=[CH:23][CH:22]=1, predict the reaction product. The product is: [OH:17][CH2:23][CH2:22][NH:21][CH2:2][CH:3]1[CH2:8][CH2:7][N:6]([C:9]([O:11][C:12]([CH3:15])([CH3:14])[CH3:13])=[O:10])[CH2:5][CH2:4]1.